This data is from Full USPTO retrosynthesis dataset with 1.9M reactions from patents (1976-2016). The task is: Predict the reactants needed to synthesize the given product. (1) The reactants are: [C:1]1([C@@H:7]([N:9]2[C@@H:14]([C:15]([O:17]CC)=[O:16])[C@H:13]3[CH2:20][C@@H:10]2[CH2:11][CH2:12]3)[CH3:8])[CH:6]=[CH:5][CH:4]=[CH:3][CH:2]=1.CO.[OH-].[Na+]. Given the product [C:1]1([C@@H:7]([N:9]2[C@@H:14]([C:15]([OH:17])=[O:16])[C@H:13]3[CH2:20][C@@H:10]2[CH2:11][CH2:12]3)[CH3:8])[CH:6]=[CH:5][CH:4]=[CH:3][CH:2]=1, predict the reactants needed to synthesize it. (2) Given the product [OH:1][CH:2]1[C:11]2[C:6]3=[C:7]([C:12]([C@H:14]4[C@H:18]([C:19]5[C:27]6[C:22](=[CH:23][CH:24]=[CH:25][CH:26]=6)[NH:21][CH:20]=5)[C:17](=[O:28])[NH:16][C:15]4=[O:29])=[CH:13][N:5]3[CH2:4][CH2:3]1)[CH:8]=[CH:9][CH:10]=2, predict the reactants needed to synthesize it. The reactants are: [OH:1][CH:2]1[C:11]2[C:6]3=[C:7]([C:12]([C:14]4[C:15](=[O:29])[NH:16][C:17](=[O:28])[C:18]=4[C:19]4[C:27]5[C:22](=[CH:23][CH:24]=[CH:25][CH:26]=5)[NH:21][CH:20]=4)=[CH:13][N:5]3[CH2:4][CH2:3]1)[CH:8]=[CH:9][CH:10]=2.[Mg]. (3) Given the product [CH3:28][C:26]1([CH3:29])[O:25][N:24]=[C:23]([C:4]2[CH:3]=[C:2]([C:65]#[N:66])[CH:7]=[C:6]([C:8]3[CH:13]=[CH:12][C:11]([OH:14])=[CH:10][CH:9]=3)[C:5]=2[C:15]2[CH:20]=[C:19]([F:21])[CH:18]=[C:17]([F:22])[CH:16]=2)[NH:27]1, predict the reactants needed to synthesize it. The reactants are: Cl[C:2]1[CH:7]=[C:6]([C:8]2[CH:13]=[CH:12][C:11]([OH:14])=[CH:10][CH:9]=2)[C:5]([C:15]2[CH:20]=[C:19]([F:21])[CH:18]=[C:17]([F:22])[CH:16]=2)=[C:4]([C:23]2[NH:27][C:26]([CH3:29])([CH3:28])[O:25][N:24]=2)[CH:3]=1.COC1C=CC=C(OC)C=1C1C=CC=CC=1P(C1CCCCC1)C1CCCCC1.CCOC(C)=O.[CH3:65][N:66](C=O)C.O. (4) Given the product [Cl:28][C:25]1[CH:26]=[CH:27][C:22]([CH2:21][N:4]2[CH:5]=[C:6]([C:12]3[CH:17]=[CH:16][C:15]([O:18][CH3:19])=[CH:14][CH:13]=3)[C:7]([CH2:9][O:10][CH3:11])=[CH:8][C:3]2=[O:2])=[C:23]([F:29])[CH:24]=1, predict the reactants needed to synthesize it. The reactants are: C[O:2][C:3]1[CH:8]=[C:7]([CH2:9][O:10][CH3:11])[C:6]([C:12]2[CH:17]=[CH:16][C:15]([O:18][CH3:19])=[CH:14][CH:13]=2)=[CH:5][N:4]=1.Br[CH2:21][C:22]1[CH:27]=[CH:26][C:25]([Cl:28])=[CH:24][C:23]=1[F:29]. (5) The reactants are: [Cl:1][C:2]1[C:3](Cl)=[C:4]2[N:10]=[C:9]([C:11]3[CH:16]=[CH:15][C:14]([O:17][CH2:18][CH2:19][N:20]4[CH2:25][CH2:24][O:23][CH2:22][CH2:21]4)=[CH:13][CH:12]=3)[NH:8][C:5]2=[N:6][CH:7]=1.[NH:27]1[C:35]2[C:30](=[CH:31][CH:32]=[CH:33][CH:34]=2)[CH2:29][CH2:28]1.O.C(O)(=O)C. Given the product [Cl:1][C:2]1[C:3]([N:27]2[C:35]3[C:30](=[CH:31][CH:32]=[CH:33][CH:34]=3)[CH2:29][CH2:28]2)=[C:4]2[NH:10][C:9]([C:11]3[CH:16]=[CH:15][C:14]([O:17][CH2:18][CH2:19][N:20]4[CH2:25][CH2:24][O:23][CH2:22][CH2:21]4)=[CH:13][CH:12]=3)=[N:8][C:5]2=[N:6][CH:7]=1, predict the reactants needed to synthesize it. (6) Given the product [Cl:1][C:2]1[CH:3]=[C:4]([C:9]2[CH:13]=[C:12]([C:14]3[CH:23]=[CH:22][C:21]4[C:16](=[CH:17][CH:18]=[C:19]([O:24][CH3:25])[CH:20]=4)[CH:15]=3)[N:11]([C@H:26]([C:28]3[CH:29]=[CH:30][C:31]([C:32]([NH:46][CH2:45][CH2:44][C:43]([O:42][C:38]([CH3:41])([CH3:40])[CH3:39])=[O:47])=[O:33])=[CH:35][CH:36]=3)[CH3:27])[N:10]=2)[CH:5]=[C:6]([Cl:8])[CH:7]=1, predict the reactants needed to synthesize it. The reactants are: [Cl:1][C:2]1[CH:3]=[C:4]([C:9]2[CH:13]=[C:12]([C:14]3[CH:23]=[CH:22][C:21]4[C:16](=[CH:17][CH:18]=[C:19]([O:24][CH3:25])[CH:20]=4)[CH:15]=3)[N:11]([C@H:26]([C:28]3[CH:36]=[CH:35][C:31]([C:32](O)=[O:33])=[CH:30][CH:29]=3)[CH3:27])[N:10]=2)[CH:5]=[C:6]([Cl:8])[CH:7]=1.Cl.[C:38]([O:42][C:43](=[O:47])[CH2:44][CH2:45][NH2:46])([CH3:41])([CH3:40])[CH3:39].CCN(C(C)C)C(C)C.CCN=C=NCCCN(C)C.Cl.